Task: Predict the product of the given reaction.. Dataset: Forward reaction prediction with 1.9M reactions from USPTO patents (1976-2016) (1) Given the reactants [CH3:1][C:2]([O:6][C:7]1[CH:8]=[C:9]([CH:14]=[CH:15][CH:16]=1)[C:10]([O:12]C)=[O:11])([CH3:5])[C:3]#[CH:4].[OH-].[Li+].CO.Cl, predict the reaction product. The product is: [CH3:5][C:2]([O:6][C:7]1[CH:8]=[C:9]([CH:14]=[CH:15][CH:16]=1)[C:10]([OH:12])=[O:11])([CH3:1])[C:3]#[CH:4]. (2) Given the reactants [CH:1]1[NH:2][CH:3]=[C:4]2[C:9]=1[CH:8]=[CH:7][CH:6]=[CH:5]2.CCN(CC)CC.[CH3:17][C:18]([O:21][C:22](O[C:22]([O:21][C:18]([CH3:20])([CH3:19])[CH3:17])=[O:23])=[O:23])([CH3:20])[CH3:19], predict the reaction product. The product is: [CH2:1]1[CH:9]2[CH:4]([CH2:5][CH:6]=[CH:7][CH2:8]2)[CH2:3][N:2]1[C:22]([O:21][C:18]([CH3:20])([CH3:19])[CH3:17])=[O:23]. (3) Given the reactants Cl[CH:2]([CH2:6][CH2:7][C:8]1[CH:17]=[CH:16][C:15]([O:18][CH3:19])=[C:14]2[C:9]=1[CH:10]=[CH:11][C:12](=[O:21])[N:13]2[CH3:20])[C:3]([OH:5])=O.[NH2:22][C:23](N)=[S:24].C([O-])(=[O:28])C.[Na+], predict the reaction product. The product is: [CH3:19][O:18][C:15]1[CH:16]=[CH:17][C:8]([CH2:7][CH2:6][CH:2]2[S:24][C:23](=[O:28])[NH:22][C:3]2=[O:5])=[C:9]2[C:14]=1[N:13]([CH3:20])[C:12](=[O:21])[CH:11]=[CH:10]2. (4) Given the reactants [Cl:1][C:2]1[CH:11]=[C:10]([NH:12]N)[C:9]([I:14])=[CH:8][C:3]=1[C:4]([O:6][CH3:7])=[O:5].Cl.[CH3:16][S:17][CH2:18][C:19](=O)[CH3:20], predict the reaction product. The product is: [Cl:1][C:2]1[C:3]([C:4]([O:6][CH3:7])=[O:5])=[CH:8][C:9]([I:14])=[C:10]2[C:11]=1[C:18]([S:17][CH3:16])=[C:19]([CH3:20])[NH:12]2. (5) Given the reactants C(=O)([O-])[O-].[Cs+].[Cs+].[F:7][CH2:8][CH2:9]I.[Br:11][C:12]1[CH:13]=[C:14]([C:18]([C:20]2[CH:25]=[CH:24][C:23]([OH:26])=[CH:22][CH:21]=2)=[CH2:19])[CH:15]=[CH:16][CH:17]=1.ClCCl, predict the reaction product. The product is: [Br:11][C:12]1[CH:17]=[CH:16][CH:15]=[C:14]([C:18]([C:20]2[CH:21]=[CH:22][C:23]([O:26][CH2:9][CH2:8][F:7])=[CH:24][CH:25]=2)=[CH2:19])[CH:13]=1. (6) Given the reactants Br[C:2]1[CH:9]=[CH:8][C:5]([C:6]#[N:7])=[C:4]([CH3:10])[CH:3]=1.CNCCNC.[I-].[Na+].[O-]P([O-])([O-])=O.[K+].[K+].[K+].[NH:27]1[C:35]2[C:30](=[CH:31][CH:32]=[CH:33][N:34]=2)[CH:29]=[CH:28]1, predict the reaction product. The product is: [CH3:10][C:4]1[CH:3]=[C:2]([N:27]2[C:35]3=[N:34][CH:33]=[CH:32][CH:31]=[C:30]3[CH:29]=[CH:28]2)[CH:9]=[CH:8][C:5]=1[C:6]#[N:7]. (7) Given the reactants C(=O)([O-])[O-].[Cs+].[Cs+].[OH:7][C:8]1[CH:9]=[C:10]([CH:21]=[C:22]([O:24][C@@H:25]([CH3:29])[CH2:26][O:27][CH3:28])[CH:23]=1)[C:11]([NH:13][C:14]1[CH:19]=[N:18][C:17]([CH3:20])=[CH:16][N:15]=1)=[O:12].[N:30]1([C:34]([C:36]2[CH:41]=[CH:40][C:39](Br)=[CH:38][N:37]=2)=[O:35])[CH2:33][CH2:32][CH2:31]1, predict the reaction product. The product is: [N:30]1([C:34]([C:36]2[N:37]=[CH:38][C:39]([O:7][C:8]3[CH:9]=[C:10]([CH:21]=[C:22]([O:24][C@@H:25]([CH3:29])[CH2:26][O:27][CH3:28])[CH:23]=3)[C:11]([NH:13][C:14]3[CH:19]=[N:18][C:17]([CH3:20])=[CH:16][N:15]=3)=[O:12])=[CH:40][CH:41]=2)=[O:35])[CH2:33][CH2:32][CH2:31]1.